Dataset: Experimentally validated miRNA-target interactions with 360,000+ pairs, plus equal number of negative samples. Task: Binary Classification. Given a miRNA mature sequence and a target amino acid sequence, predict their likelihood of interaction. (1) The miRNA is hsa-miR-4789-5p with sequence GUAUACACCUGAUAUGUGUAUG. The protein sequence of the target gene is MMDSPKIGNGLPVIGPGTDIGISSLHMVGYLGKNFDSAKVPSDEYCPACREKGKLKALKTYRISFQESIFLCEDLQCIYPLGSKSLNNLISPDLEECHTPHKPQKRKSLESSYKDSLLLANSKKTRNYIAIDGGKVLNSKHNGEVYDETSSNLPDSSGQQNPIRTADSLERNEILEADTVDMATTKDPATVDVSGTGRPSPQNEGCTSKLEMPLESKCTSFPQALCVQWKNAYALCWLDCILSALVHSEELKNTVTGLCSKEESIFWRLLTKYNQANTLLYTSQLSGVKDGDCKKLTSEI.... Result: 0 (no interaction). (2) The miRNA is hsa-miR-3675-5p with sequence UAUGGGGCUUCUGUAGAGAUUUC. Result: 0 (no interaction). The protein sequence of the target gene is MAAQCCCRQAPGAEAAPVRPPPEPPPALDVASASSAQLFRLRHLQLGLELRPEARELAGCLVLELCALRPAPRALVLDAHPALRLHSAAFRRAPAAAAETPCAFAFSAPGPGPAPPPPLPAFPEAPGSEPACCPLAFRVDPFTDYGSSLTVTLPPELQAHQPFQVILRYTSTDAPAIWWLDPELTYGCAKPFVFTQGHSVCNRSFFPCFDTPAVKCTYSAVVKAPSGVQVLMSATRSAYMEEEGVFHFHMEHPVPAYLVALVAGDLKPADIGPRSRVWAEPCLLPTATSKLSGAVEQWLS.... (3) The miRNA is cel-miR-267 with sequence CCCGUGAAGUGUCUGCUGCA. The protein sequence of the target gene is MSTGFSFGSGTLGSTTVAAGGTSTGGVFSFGTGASSNPSVGLNFGNLGSTSTPATTSAPSSGFGTGLFGSKPATGFTLGGTNTGIATTITTGLTLGTPATTSAATTGFSLGFNKPAASATPFALPITSTSASGLTLSSALTSTPAASTGFTLNNLGGTTATTTTASTGLSLGGALAGLGGSLFQSTNTGTSGLGQNALGLTLGTTAATSTAGNEGLGGIDFSSSSDKKSDKTGTRPEDSKALKDENLPPVICQDVENLQKFVKEQKQVQEEISRMSSKAMLKVQEDIKALKQLLSLAANG.... Result: 0 (no interaction). (4) The miRNA is mmu-miR-362-3p with sequence AACACACCUGUUCAAGGAUUCA. The protein sequence of the target gene is MEGLVLLKALVTRLLFLLHSLVAVWRVTWVKEEHRYWLLALLNLLLVLETVLTLKFKRGRGYKWLSPAIFVYLVNIMPSLWLLEMHHGNQYCSTQSERMAQNFSRRGDVNQTLSSHRATNGMGNILELARGFVDNLSMVCEPVWTLGLHQTLLLILIIGRWLLPIGGTITRDQLSELLLMFVGTAADILEFTTETLKENNVRTNPTLVSGILVVWTWSMLQFPLDLAVQLKLVCPASVKARGFLRVFLCQYSADLWAIGLSFFIQDGPFLVVRLVLMIYFKVINHMLVFFAVKNSLVMAL.... Result: 1 (interaction). (5) The miRNA is hsa-miR-548f-5p with sequence UGCAAAAGUAAUCACAGUUUUU. The protein sequence of the target gene is MSRIPLGKVLLRNVIRHTDAHNKIQEESDMWKIRELEKQMEDAYRGTKRKMLPSSSSRMRSDGFDEESQRYYWRPKNEISGTLEDDFLKAKSWNKKFYDYEANMPDRWGHSGYKELYPEEFETDSDQQDITNGKKTSPQVKSSTHESRKHKKSKKSHKKKQKKRSHKKQKKSKKEATDITADSSSEFSEETGASGTRKGKQPHKRKKKSRKKSLKKPALFLEAESNTSHSDDSASSSSEESEERDTKKTKRKKREKKAHTSVANNEIQERTNKRTNWKVATDERSAESSEDD. Result: 1 (interaction). (6) The miRNA is rno-miR-382-5p with sequence GAAGUUGUUCGUGGUGGAUUCG. The protein sequence of the target gene is MSTKNFRVSDGDWICPDKKCGNVNFARRTSCNRCGREKTTEAKMMKAGGTEIGKTLAEKSRGLFSANDWQCKTCSNVNWARRSECNMCNTPKYAKLEERTGYGGGFNERENVEYIEREESDGEYDEFGRKKKKYRGKAVGPASILKEVEDKESEGEEEDEDEDLSKYKLDEDEDEDDADLSKYNLDASEEEDSNKKKSNRRSRSKSRSSHSRSSSRSSSPSSSRSRSRSRSRSSSSSQSRSHSGSREHSRSRGSKSRSSSRSHRGSSSPRKRSYSSSSSSPERDRKRSRSRPSSPAVRKK.... Result: 0 (no interaction).